This data is from Experimentally validated miRNA-target interactions with 360,000+ pairs, plus equal number of negative samples. The task is: Binary Classification. Given a miRNA mature sequence and a target amino acid sequence, predict their likelihood of interaction. (1) The miRNA is hsa-miR-6832-5p with sequence AGUAGAGAGGAAAAGUUAGGGUC. The protein sequence of the target gene is MNPQREAAPKSYAIRDSRQMVWVLSGNSLIAAPLSRSIKPVTLHLIACRDTEFSDKEKGNMVYLGIKGKDLCLFCAEIQGKPTLQLKLQGSQDNIGKDTCWKLVGIHTCINLDVRESCFMGTLDQWGIGVGRKKWKSSFQHHHLRKKDKDFSSMRTNIGMPGRM. Result: 1 (interaction). (2) Result: 0 (no interaction). The protein sequence of the target gene is MGAQFSKTAAKGEATAERPGEAAVASSPSKANGQENGHVKVNGDASPAAAEPGAKEELQANGSAPAADKEEPASGSAATPAAAEKDEAAAATEPGAGAADKEAAEAEPAEPSSPAAEAEGASASSTSSPKAEDGAAPSPSSETPKKKKKRFSFKKSFKLSGFSFKKSKKESGEGAEAEGATAEGAKDEAAAAAGGEGAAAPGEQAGGAGAEGAAGGEPREAEAAEPEQPEQPEQPAAEEPQAEEQSEAAGEKAEEPAPGATAGDASSAAGPEQEAPAATDEAAASAAPAASPEPQPECSP.... The miRNA is hsa-miR-101-5p with sequence CAGUUAUCACAGUGCUGAUGCU. (3) The miRNA is hsa-miR-4268 with sequence GGCUCCUCCUCUCAGGAUGUG. The protein sequence of the target gene is MAPQKDRKPKRSTWRFNLDLTHPVEDGIFDSGNFEQFLREKVKVNGKTGNLGNVVHIERFKNKITVVSEKQFSKRYLKYLTKKYLKKNNLRDWLRVVASDKETYELRYFQISQDEDESESED. Result: 0 (no interaction). (4) Result: 0 (no interaction). The protein sequence of the target gene is MASGVAVSDGVIKVFNDMKVRKSSTPEEVKKRKKAVLFCLSEDKKNIILEEGKEILVGDVGQTVDDPYTTFVKMLPDKDCRYALYDATYETKESKKEDLVFIFWAPENAPLKSKMIYASSKDAIKKKLTGIKHELQANCYEEVKDRCTLAEKLGGSAVISLEGKPL. The miRNA is hsa-miR-16-2-3p with sequence CCAAUAUUACUGUGCUGCUUUA. (5) The protein sequence of the target gene is MGARMPRRCLLLLSCFCLLRVESTAEVQHQASALTWKISAELQQEPAPEPSHTYQEMSLAVEDVTTVMEGQEAEALAASAMSSWERRLHRAKCAPSYLFSCFNGGECVHPALCDCRRFNATGPRCQLVYNVGPERDSICRTWGQHHVETFDGLYYYFSGKGSYTLVGHHEPEGQSFSIQVHNDPQCGSAHYTCPRSVSLFLSGEREICLAKEVTHGGVRVQLPQVVGGVQLQQLAGYVIARHPSAFTLAWDGISAIYIKMSPEFLGWTHGLCGNNNADPQDDLVTSYGKVTDDVGEFVHS.... Result: 0 (no interaction). The miRNA is hsa-miR-3606-3p with sequence AAAAUUUCUUUCACUACUUAG. (6) The miRNA is hsa-miR-1909-3p with sequence CGCAGGGGCCGGGUGCUCACCG. The protein sequence of the target gene is MRRESDCAEEKAPAKGEGGAEGTVRARKRKADVATFLQDPDEEIAKIEMSRKKQYENQLSWNNINKDPHMLIPTPDKDDDPVGVDYSHFIHLNVASTRSSPLPILGWANRDDVWKNMINKEETYVRDKLYMQRHPLLQPKMRTILLDWLMEVCEVYKLYRETFYLAQDFFDRFMATQQNVVKTLLQLIGISSLFIAAKLEEIYPPKLHQFAYVTDGACTEDEILSMELIIMKALNWNLNPLTVVSWLNIYMQVAYLNELYEVLLPQYPQQIFVQIAELLDLCVLDIGCLEYTYGVLAASA.... Result: 0 (no interaction). (7) The miRNA is hsa-miR-636 with sequence UGUGCUUGCUCGUCCCGCCCGCA. The protein sequence of the target gene is MAEQESLEFGKADFVLMDTVSMPEFMANLRLRFEKGRIYTFIGEVVVSVNPYKLLNIYGRDTIEQYKGRELYERPPHLFAIADAAYKAMKRRSKDTCIVISGESGAGKTEASKYIMQYIAAITNPSQRAEVERVKNMLLKSNCVLEAFGNAKTNRNDNSSRFGKYMDINFDFKGDPIGGHINNYLLEKSRVIVQQPGERSFHSFYQLLQGGSEQMLRSLHLQKSLSSYNYIHVGAQLKSSINDAAEFRVVADAMKVIGFKPEEIQTVYKILAAILHLGNLKFVVDGDTPLIENGKVVSII.... Result: 1 (interaction). (8) The miRNA is hsa-miR-4491 with sequence AAUGUGGACUGGUGUGACCAAA. The protein sequence of the target gene is MAAPPEPGEPEERKSLKLLGFLDVENTPCARHSILYGSLGSVVAGFGHFLFTSRIRRSCDVGVGGFILVTLGCWFHCRYNYAKQRIQERIAREEIKKKILYEGTHLDPERKHNGSSSN. Result: 1 (interaction). (9) The miRNA is hsa-miR-6756-3p with sequence UCCCCUUCCUCCCUGCCCAG. The protein sequence of the target gene is MAPAGCCCCCCFWGGAVAAAGAARRVLLLLLLGVLSAGLRPGALATEHYSPLSLLKQELQHRQQQEAPAGGGGCSPQSGDWGDQYSAECGESSFLNFHDSDCEPKGSSPCDSLLSLNTEKILSQAKSIAEQKRFPFATDNDSTNEELAIAYVLIGSGLYDEAIRHFSTMLQEEPDLVSAIYGRGIAYGKKGLHDIKNAELALFELSRVITLEPDRPEVFEQRAEILSPLGRINEAVNDLTKAIQLQPSARLYRHRGTLYFISEDYATAHEDFQQSLELNKNQPIAMLYKGLTFFHRGLLK.... Result: 0 (no interaction). (10) The miRNA is hsa-miR-3168 with sequence GAGUUCUACAGUCAGAC. The protein sequence of the target gene is MAAAVVLAAGLRAARRAVAATGVRGGQVRGAAGVTDGNEVAKAQQATPGGAAPTIFSRILDKSLPADILYEDQQCLVFRDVAPQAPVHFLVIPKKPIPRISQAEEEDQQLLGHLLLVAKQTAKAEGLGDGYRLVINDGKLGAQSVYHLHIHVLGGRQLQWPPG. Result: 0 (no interaction).